Dataset: Forward reaction prediction with 1.9M reactions from USPTO patents (1976-2016). Task: Predict the product of the given reaction. (1) Given the reactants [NH2:1][C:2]1[CH:7]=[C:6]([C:8]#[N:9])[CH:5]=[CH:4][C:3]=1[NH:10][CH2:11][CH2:12][CH2:13][CH2:14][O:15][C:16](=[O:21])[C:17]([CH3:20])([CH3:19])[CH3:18].C(N([CH2:27][CH3:28])CC)C.[C:29](Cl)(=[O:31])[CH3:30], predict the reaction product. The product is: [CH2:29]([O:31][CH2:27][C:28]1[N:10]([CH2:11][CH2:12][CH2:13][CH2:14][O:15][C:16](=[O:21])[C:17]([CH3:18])([CH3:20])[CH3:19])[C:3]2[CH:4]=[CH:5][C:6]([C:8]#[N:9])=[CH:7][C:2]=2[N:1]=1)[C:30]1[CH:6]=[CH:7][CH:2]=[CH:3][CH:4]=1. (2) Given the reactants C[Si](C)(C)N[Si](C)(C)C.[CH3:10][C:11]1[CH:12]=[C:13]([C:17](=O)[CH3:18])[CH:14]=[CH:15][CH:16]=1.[C:20](#[N:24])[CH2:21][C:22]#[N:23], predict the reaction product. The product is: [CH3:10][C:11]1[CH:12]=[C:13]([C:17](=[C:21]([C:20]#[N:24])[C:22]#[N:23])[CH3:18])[CH:14]=[CH:15][CH:16]=1. (3) Given the reactants Cl[C:2]1[C:7]([CH3:8])=[CH:6][C:5]([N+:9]([O-:11])=[O:10])=[CH:4][N:3]=1.[C:12]([N:19]1[CH2:24][C@@H:23]([CH3:25])[NH:22][CH2:21][C@@H:20]1[CH3:26])([O:14][C:15]([CH3:18])([CH3:17])[CH3:16])=[O:13].C(=O)([O-])[O-].[K+].[K+].CCOC(C)=O, predict the reaction product. The product is: [C:15]([O:14][C:12]([N:19]1[CH2:24][C@@H:23]([CH3:25])[N:22]([C:2]2[C:7]([CH3:8])=[CH:6][C:5]([N+:9]([O-:11])=[O:10])=[CH:4][N:3]=2)[CH2:21][C@@H:20]1[CH3:26])=[O:13])([CH3:18])([CH3:16])[CH3:17]. (4) The product is: [F:44][C:45]1[CH:46]=[CH:47][C:48]([C:51]2[NH:60][C:54]3=[N:55][CH:56]=[C:57]([NH:59][C:8]([C:5]4[NH:4][N:3]=[C:2]([CH3:1])[C:6]=4[CH3:7])=[O:10])[CH:58]=[C:53]3[CH:52]=2)=[CH:49][CH:50]=1. Given the reactants [CH3:1][C:2]1[C:6]([CH3:7])=[C:5]([C:8]([OH:10])=O)[NH:4][N:3]=1.F[P-](F)(F)(F)(F)F.N1(O[P+](N2CCCC2)(N2CCCC2)N2CCCC2)C2C=CC=CC=2N=N1.[F:44][C:45]1[CH:50]=[CH:49][C:48]([C:51]2[NH:60][C:54]3=[N:55][CH:56]=[C:57]([NH2:59])[CH:58]=[C:53]3[CH:52]=2)=[CH:47][CH:46]=1.C(N(CC)C(C)C)(C)C, predict the reaction product. (5) Given the reactants [CH3:1][C:2]1[N:6]([C:7]2[CH:12]=[CH:11][CH:10]=[CH:9][CH:8]=2)[N:5]=[CH:4][C:3]=1[CH:13]=O.N1C=CC=CC=1.Cl.[NH2:22][OH:23], predict the reaction product. The product is: [CH3:1][C:2]1[N:6]([C:7]2[CH:12]=[CH:11][CH:10]=[CH:9][CH:8]=2)[N:5]=[CH:4][C:3]=1[CH:13]=[N:22][OH:23]. (6) Given the reactants C1(O)C=CC=CC=1.C1(O)C=CC=CC=1.CC(C)=O.[C:19]1([CH:25]([CH3:27])[CH3:26])[CH:24]=[CH:23][CH:22]=[CH:21][CH:20]=1.[O-]O.C1(C(C)C)C=CC=CC=1.CC(C)(C1C=CC=CC=1)O, predict the reaction product. The product is: [CH3:27][C:25]([C:19]1[CH:24]=[CH:23][CH:22]=[CH:21][CH:20]=1)=[CH2:26].